This data is from Experimentally validated miRNA-target interactions with 360,000+ pairs, plus equal number of negative samples. The task is: Binary Classification. Given a miRNA mature sequence and a target amino acid sequence, predict their likelihood of interaction. (1) The miRNA is mmu-miR-879-5p with sequence AGAGGCUUAUAGCUCUAAGCC. The protein sequence of the target gene is MWGRLLLWPLVLGFSLSGGTQTPSVYDESGSTGGGDDSTPSILPAPRGYPGQVCANDSDTLELPDSSRALLLGWVPTRLVPALYGLVLVVGLPANGLALWVLATQAPRLPSTMLLMNLAAADLLLALALPPRIAYHLRGQRWPFGEAACRLATAALYGHMYGSVLLLAAVSLDRYLALVHPLRARALRGRRLALGLCMAAWLMAAALALPLTLQRQTFRLARSDRVLCHDALPLDAQASHWQPAFTCLALLGCFLPLLAMLLCYGATLHTLAASGRRYGHALRLTAVVLASAVAFFVPSN.... Result: 0 (no interaction). (2) The protein sequence of the target gene is MSWFVDLAGKAEDLLNRVDQGAATALSRKDNASNIYSKNTDYTELHQQNTDLIYQTGPKSTYISSAADNIRNQKATILAGTANVKVGSRTPVEASHPVENASVPRPSSHFVRRKKSEPDDELLFDFLNSSQKEPTGRVEIRKEKGKTPVFQSSQTSSVSSVNPSVTTIKTIEENSFGSQTHEAASNSDSSHEGQEESSKENVSSNAACPDHTPTPNDDGKSHELSNLRLENQLLRNEVQSLNQEMASLLQRSKETQEELNKARARVEKWNADHSKSDRMTRGLRAQVDDLTEAVAAKDSQ.... The miRNA is hsa-miR-4257 with sequence CCAGAGGUGGGGACUGAG. Result: 1 (interaction). (3) The miRNA is hsa-miR-516a-3p with sequence UGCUUCCUUUCAGAGGGU. The protein sequence of the target gene is MDTIFLWSLLLLFFGSQASRCSAQKNTEFAVDLYQEVSLSHKDNIIFSPLGITLVLEMVQLGAKGKAQQQIRQTLKQQETSAGEEFFVLKSFFSAISEKKQEFTFNLANALYLQEGFTVKEQYLHGNKEFFQSAIKLVDFQDAKACAEMISTWVERKTDGKIKDMFSGEEFGPLTRLVLVNAIYFKGDWKQKFRKEDTQLINFTKKNGSTVKIPMMKALLRTKYGYFSESSLNYQVLELSYKGDEFSLIIILPAEGMDIEEVEKLITAQQILKWLSEMQEEEVEISLPRFKVEQKVDFKD.... Result: 0 (no interaction). (4) The miRNA is mmu-miR-6998-3p with sequence AGAGCUGCUCUGUGCCCACACA. The protein sequence of the target gene is MQAVVPLNKMTAISPEPQTLASTEQNEVPRVVTSGEQEAILRGNAADAESFRQRFRWFCYSEVAGPRKALSQLWELCNQWLRPDIHTKEQILELLVFEQFLTILPGEIRIWVKSQHPESSEEVVTLIEDLTQMLEEKDPVSQDSTVSQEENSKEDKMVTVCPNTESCESITLKDVAVNFSRGEWKKLEPFQKELYKEVLLENLRNLEFLDFPVSKLELISQLKWVELPWLLEEVSKSSRLDESALDKIIERCLRDDDHGLMEESQQYCGSSEEDHGNQGNSKGRVAQNKTLGSGSRGKKF.... Result: 0 (no interaction). (5) The miRNA is hsa-miR-4706 with sequence AGCGGGGAGGAAGUGGGCGCUGCUU. The protein sequence of the target gene is MPEQSNDYRVVVFGAGGVGKSSLVLRFVKGTFRDTYIPTIEDTYRQVISCDKSVCTLQITDTTGSHQFPAMQRLSISKGHAFILVFSVTSKQSLEELGPIYKLIVQIKGSVEDIPVMLVGNKCDETQREVDTREAQAVAQEWKCAFMETSAKMNYNVKELFQELLTLETRRNMSLNIDGKRSGKQKRTDRVKGKCTLM. Result: 1 (interaction). (6) The miRNA is ebv-miR-BART2-5p with sequence UAUUUUCUGCAUUCGCCCUUGC. The protein sequence of the target gene is MAMASPAIGQRPYPLLLDPEPPRYLQSLSGPELPPPPPDRSSRLCVPAPLSTAPGAREGRSARRAARGNLEPPPRASRPARPLRPGLQQRLRRRPGAPRPRDVRSIFEQPQDPRVPAERGEGHCFAELVLPGGPGWCDLCGREVLRQALRCTNCKFTCHPECRSLIQLDCSQQEGLSRDRPSPESTLTVTFSQNVCKPVEETQRPPTLQEIKQKIDSYNTREKNCLGMKLSEDGTYTGFIKVHLKLRRPVTVPAGIRPQSIYDAIKEVNLAATTDKRTSFYLPLDAIKQLHISSTTTVSE.... Result: 0 (no interaction). (7) The miRNA is hsa-miR-4482-5p with sequence AACCCAGUGGGCUAUGGAAAUG. The protein sequence of the target gene is MVHQVLYRALVSTKWLAESIRSGRLGPSLRVLDASWYSPGTRQARKEYQERHVPGASFFDIEECRDTTSPYEMMLPSEAHFGDYVGNLGISNDTHVVVYDGDDLGSFYAPRVWWMFRVFGHRTVSVLNGGFRNWLKEGHPVTSEPSRPEPAVFKATLNLSLLKTYEQVLENLQSKRFQLVDSRAQGRYLGTQPEPDIVGLDSGHIRGSVNMPFMDFLTKDGFEKSPEELRAIFQDKKVDLSQPLIATCRKGVTACHVALAAYLCGKPDVAVYDGSWSEWFRRAPPETRVSQGKSGKA. Result: 0 (no interaction). (8) The miRNA is hsa-miR-3914 with sequence AAGGAACCAGAAAAUGAGAAGU. The protein sequence of the target gene is MLLLTRSPTAWHRLSQLKPRVLPGTLGGQALHLRSWLLSRQGPAETGGQGQPQGPGLRTRLLITGLFGAGLGGAWLALRAEKERLQQQKRTEALRQAAVGQGDFHLLDHRGRARCKADFRGQWVLMYFGFTHCPDICPDELEKLVQVVRQLEAEPGLPPVQPVFITVDPERDDVEAMARYVQDFHPRLLGLTGSTKQVAQASHSYRVYYNAGPKDEDQDYIVDHSIAIYLLNPDGLFTDYYGRSRSAEQISDSVRRHMAAFRSVLS. Result: 0 (no interaction). (9) The miRNA is mmu-miR-29c-3p with sequence UAGCACCAUUUGAAAUCGGUUA. The protein sequence of the target gene is MGTRAFSHDSIFIPDGGAESEQTVQAMSQDNILGKVKTLQQQLGKNIKFGQRSPNAIPMNKANSGEASLEEDLFLTSPMEIVTQQDIVLSDAENKSSDTPSSLSPLNLPGAGSEMEEKVAPVKPSRPKRHFSSAGTIESVNLDAIPLAIARLDNSAAKHKLAVKPKKQRVSKKHRRLAQDPQHEQGGLESRPCLDQNGHPGEDKPTWHEEEPNPLDSEEERRRQEDYWRELEAKCKRQKAEAAEKRRLEEQRLQALERRLWEENRRQELLEEEGEGQEPPLEAERAPREEQQRSLEAPGW.... Result: 0 (no interaction).